Dataset: Catalyst prediction with 721,799 reactions and 888 catalyst types from USPTO. Task: Predict which catalyst facilitates the given reaction. (1) Reactant: FC(F)(F)C(O)=O.C(OC(=O)[NH:14][CH2:15][C:16]([N:18]1[CH:31]2[C:22]([S:34]([C:37]3[CH:42]=[CH:41][C:40]([Cl:43])=[CH:39][CH:38]=3)(=[O:36])=[O:35])([C:23]3[C:28]([O:29][CH2:30]2)=[C:27]([F:32])[CH:26]=[CH:25][C:24]=3[F:33])[CH2:21][CH2:20][CH2:19]1)=[O:17])(C)(C)C. Product: [NH2:14][CH2:15][C:16]([N:18]1[CH:31]2[C:22]([S:34]([C:37]3[CH:38]=[CH:39][C:40]([Cl:43])=[CH:41][CH:42]=3)(=[O:35])=[O:36])([C:23]3[C:28]([O:29][CH2:30]2)=[C:27]([F:32])[CH:26]=[CH:25][C:24]=3[F:33])[CH2:21][CH2:20][CH2:19]1)=[O:17]. The catalyst class is: 4. (2) Reactant: [H-].[Na+].C([N:11]1[CH2:28][CH2:27][CH:15]2[N:16]3[C:25]4[C:20](=[CH:21][CH:22]=[CH:23][C:24]=4[CH:14]2[CH2:13][CH2:12]1)[CH:19]([OH:26])[CH2:18][CH2:17]3)(=O)C1C=CC=CC=1.I[CH3:30]. Product: [CH3:30][O:26][CH:19]1[C:20]2[C:25]3=[C:24]([CH:14]4[CH2:13][CH2:12][NH:11][CH2:28][CH2:27][CH:15]4[N:16]3[CH2:17][CH2:18]1)[CH:23]=[CH:22][CH:21]=2. The catalyst class is: 3. (3) Reactant: [Br:1][CH:2]([CH:5]=O)[CH:3]=O.[NH2:7][C:8]1[CH:12]=[CH:11][NH:10][N:9]=1. Product: [Br:1][C:2]1[CH:5]=[N:7][C:8]2[N:9]([N:10]=[CH:11][CH:12]=2)[CH:3]=1. The catalyst class is: 15. (4) Reactant: Br[C:2]1[CH:3]=[C:4]([C:9]2[N:14]=[CH:13][CH:12]=[CH:11][N:10]=2)[C:5]([F:8])=[N:6][CH:7]=1.C([O-])(=O)C.[K+].[CH3:20][C:21]1([CH3:37])[C:25]([CH3:27])([CH3:26])[O:24][B:23]([B:23]2[O:24][C:25]([CH3:27])([CH3:26])[C:21]([CH3:37])([CH3:20])[O:22]2)[O:22]1. Product: [F:8][C:5]1[C:4]([C:9]2[N:14]=[CH:13][CH:12]=[CH:11][N:10]=2)=[CH:3][C:2]([B:23]2[O:24][C:25]([CH3:27])([CH3:26])[C:21]([CH3:37])([CH3:20])[O:22]2)=[CH:7][N:6]=1. The catalyst class is: 12. (5) Reactant: C(O[C:6]([N:8]1[CH2:12][CH2:11][CH2:10][CH:9]1[CH:13]([O:15][CH3:16])[CH3:14])=O)(C)(C)C.C(O)(C(F)(F)F)=O.[N+:24]([C:27]1[CH:34]=[CH:33][C:30](CBr)=[CH:29][CH:28]=1)([O-:26])=[O:25].C([O-])([O-])=O.[K+].[K+]. Product: [CH3:16][O:15][CH:13]([CH:9]1[CH2:10][CH2:11][CH2:12][N:8]1[CH2:6][C:30]1[CH:33]=[CH:34][C:27]([N+:24]([O-:26])=[O:25])=[CH:28][CH:29]=1)[CH3:14]. The catalyst class is: 2. (6) Reactant: Cl[C:2]1[N:3]=[C:4]([OH:12])[C:5]2[CH:11]=[CH:10][N:9]=[CH:8][C:6]=2[N:7]=1.[CH2:13]([C:15]1[CH:16]=[C:17]([OH:21])[CH:18]=[CH:19][CH:20]=1)[CH3:14].C(=O)([O-])[O-].[K+].[K+].Cl. Product: [CH2:13]([C:15]1[CH:16]=[C:17]([CH:18]=[CH:19][CH:20]=1)[O:21][C:2]1[N:3]=[C:4]([OH:12])[C:5]2[CH:11]=[CH:10][N:9]=[CH:8][C:6]=2[N:7]=1)[CH3:14]. The catalyst class is: 18. (7) Reactant: O.[NH2:2][NH2:3].C(O[C:7](=[C:9]([C:12]#[N:13])[C:10]#[N:11])[CH3:8])C.O. Product: [NH2:11][C:10]1[NH:3][N:2]=[C:7]([CH3:8])[C:9]=1[C:12]#[N:13]. The catalyst class is: 14. (8) Reactant: O=C(C)[CH2:3][C:4]([O:6][CH2:7][CH3:8])=[O:5].[Cl-].[Mg+2].[Cl-].N1C=CC=CC=1.[CH3:19][C:20]([CH3:31])([CH2:24][C:25]1[CH:30]=[CH:29][CH:28]=[CH:27][CH:26]=1)[C:21](Cl)=[O:22]. Product: [CH3:19][C:20]([CH3:31])([CH2:24][C:25]1[CH:30]=[CH:29][CH:28]=[CH:27][CH:26]=1)[C:21](=[O:22])[CH2:3][C:4]([O:6][CH2:7][CH3:8])=[O:5]. The catalyst class is: 2. (9) Reactant: Br[CH2:2][CH2:3][NH:4][S:5]([C:8]1[CH:13]=[CH:12][C:11]([C:14]#[N:15])=[CH:10][CH:9]=1)(=[O:7])=[O:6].[C:16]([O:20][C:21]([N:23]1[CH2:30][CH:29]2[O:31][CH:25]([CH2:26][NH:27][CH2:28]2)[CH2:24]1)=[O:22])([CH3:19])([CH3:18])[CH3:17].C(=O)([O-])[O-].[K+].[K+]. Product: [C:16]([O:20][C:21]([N:23]1[CH2:24][CH:25]2[O:31][CH:29]([CH2:28][N:27]([CH2:2][CH2:3][NH:4][S:5]([C:8]3[CH:13]=[CH:12][C:11]([C:14]#[N:15])=[CH:10][CH:9]=3)(=[O:7])=[O:6])[CH2:26]2)[CH2:30]1)=[O:22])([CH3:19])([CH3:17])[CH3:18]. The catalyst class is: 10. (10) Reactant: [S-:1][C:2]#[N:3].[NH4+].[C:5](Cl)(=[O:12])[C:6]1[CH:11]=[CH:10][CH:9]=[CH:8][CH:7]=1.[NH2:14][CH2:15][C:16]1[CH:17]=[CH:18][C:19]2[S:24][C:23]3[N:25]=[CH:26][CH:27]=[N:28][C:22]=3[N:21]([CH2:29][O:30][CH3:31])[C:20]=2[CH:32]=1.O. Product: [CH3:31][O:30][CH2:29][N:21]1[C:20]2[CH:32]=[C:16]([CH2:15][NH:14][C:2]([NH:3][C:5](=[O:12])[C:6]3[CH:11]=[CH:10][CH:9]=[CH:8][CH:7]=3)=[S:1])[CH:17]=[CH:18][C:19]=2[S:24][C:23]2[N:25]=[CH:26][CH:27]=[N:28][C:22]1=2. The catalyst class is: 372.